Predict the reactants needed to synthesize the given product. From a dataset of Full USPTO retrosynthesis dataset with 1.9M reactions from patents (1976-2016). (1) Given the product [CH3:12][O:13][C:14]1[N:24]=[CH:23][C:22]2[S:21][CH2:20][CH2:19][NH:18][CH2:17][C:16]=2[CH:15]=1, predict the reactants needed to synthesize it. The reactants are: [H-].[Al+3].[Li+].[H-].[H-].[H-].C1COCC1.[CH3:12][O:13][C:14]1[N:24]=[CH:23][C:22]2[S:21][CH2:20][CH2:19][NH:18][C:17](=O)[C:16]=2[CH:15]=1. (2) Given the product [I:38][C:37]1[CH:36]=[CH:35][N:34]=[C:33]([O:39][CH3:40])[C:32]=1[C:22]1[N:23]([OH:31])[C:13]([C:10]2[CH:9]=[CH:8][C:7]([N:1]3[CH2:2][CH2:3][O:4][CH2:5][CH2:6]3)=[CH:12][CH:11]=2)=[CH:14][N:15]=1, predict the reactants needed to synthesize it. The reactants are: [N:1]1([C:7]2[CH:12]=[CH:11][C:10]([C:13](=O)[CH:14]=[N:15]O)=[CH:9][CH:8]=2)[CH2:6][CH2:5][O:4][CH2:3][CH2:2]1.C(C1N=[C:22]([C:32]2[C:33]([O:39][CH3:40])=[N:34][CH:35]=[CH:36][C:37]=2[I:38])[N:23]([OH:31])C=1C1C=CC=CC=1)C. (3) Given the product [F:14][C:15]1[CH:16]=[C:17]([C:37]#[C:36][CH:35]=[C:32]2[CH2:33][CH2:34][N:29]([C:27]3[N:28]=[C:23]([CH3:22])[CH:24]=[CH:25][C:26]=3[C:8]#[N:9])[CH2:30][CH2:31]2)[CH:18]=[CH:19][CH:20]=1, predict the reactants needed to synthesize it. The reactants are: C[Si](C)(C)C#CC=C1CC[NH:9][CH2:8]C1.[F:14][C:15]1[CH:20]=[CH:19][CH:18]=[C:17](I)[CH:16]=1.[CH3:22][C:23]1[N:28]=[C:27]([N:29]2[CH2:34][CH2:33][C:32](=[CH:35][C:36]#[CH:37])[CH2:31][CH2:30]2)[C:26]([N+]([O-])=O)=[CH:25][CH:24]=1.